This data is from Reaction yield outcomes from USPTO patents with 853,638 reactions. The task is: Predict the reaction yield, written as a fraction of the theoretical maximum amount of product (1.0 means a 100% yield; for example, 0.34 means a 34% yield). (1) The reactants are [N+:1]([C:4]1[CH:5]=[C:6]([CH:10]=[CH:11][CH:12]=1)[C:7]([OH:9])=[O:8])([O-:3])=[O:2].[Br:13]N1C(=O)CCC1=O. The catalyst is FC(F)(F)C(O)=O.S(=O)(=O)(O)O. The product is [Br:13][C:11]1[CH:12]=[C:4]([N+:1]([O-:3])=[O:2])[CH:5]=[C:6]([CH:10]=1)[C:7]([OH:9])=[O:8]. The yield is 0.950. (2) The reactants are [CH3:1][O:2][C:3]1[C:10]([O:11][CH3:12])=[CH:9][CH:8]=[CH:7][C:4]=1[CH2:5]O.S(Cl)([Cl:15])=O. The catalyst is C(OCC)C. The product is [Cl:15][CH2:5][C:4]1[CH:7]=[CH:8][CH:9]=[C:10]([O:11][CH3:12])[C:3]=1[O:2][CH3:1]. The yield is 0.790. (3) The reactants are [Li]CCCC.C(NC(C)C)(C)C.[CH:13]1([C:18]([N:20]2[CH2:25][CH2:24][C:23](=[O:26])[CH2:22][C@@H:21]2[CH3:27])=[O:19])[CH2:17][CH2:16][CH2:15][CH2:14]1.C1C=CC(N([S:35]([C:38]([F:41])([F:40])[F:39])(=[O:37])=[O:36])[S:35]([C:38]([F:41])([F:40])[F:39])(=[O:37])=[O:36])=CC=1. The catalyst is C1COCC1. The product is [F:39][C:38]([F:41])([F:40])[S:35]([O:26][C:23]1[CH2:22][C@H:21]([CH3:27])[N:20]([C:18]([CH:13]2[CH2:17][CH2:16][CH2:15][CH2:14]2)=[O:19])[CH2:25][CH:24]=1)(=[O:37])=[O:36]. The yield is 0.670. (4) The reactants are [N:1]1[CH:6]=[CH:5][C:4]([CH2:7][C:8]([O:10][CH2:11][CH3:12])=[O:9])=[CH:3][CH:2]=1.C(O[CH:16](OCC)[N:17]([CH3:19])[CH3:18])C. The catalyst is CN(C=O)C. The product is [CH3:16][N:17]([CH3:19])[CH:18]=[C:7]([C:4]1[CH:5]=[CH:6][N:1]=[CH:2][CH:3]=1)[C:8]([O:10][CH2:11][CH3:12])=[O:9]. The yield is 0.760. (5) The reactants are [CH2:1]([O:8][C:9]([NH:11][C:12]1[C:13]([C:23]([OH:25])=O)=[N:14][C:15]2[C:20]([CH:21]=1)=[CH:19][CH:18]=[C:17]([Br:22])[CH:16]=2)=[O:10])[C:2]1[CH:7]=[CH:6][CH:5]=[CH:4][CH:3]=1.[NH2:26][C:27]1[CH:28]=[N:29][CH:30]=[CH:31][C:32]=1[N:33]1[CH2:38][C@H:37]([CH3:39])[C@H:36]([NH:40][C:41](=[O:44])[O:42][CH3:43])[C@H:35]([NH:45][C:46](=[O:52])[O:47][C:48]([CH3:51])([CH3:50])[CH3:49])[CH2:34]1.CN(C(ON1N=NC2C=CC=NC1=2)=[N+](C)C)C.F[P-](F)(F)(F)(F)F.CCN(C(C)C)C(C)C. The catalyst is CN(C=O)C. The product is [CH2:1]([O:8][C:9]([NH:11][C:12]1[C:13]([C:23]([NH:26][C:27]2[CH:28]=[N:29][CH:30]=[CH:31][C:32]=2[N:33]2[CH2:38][C@H:37]([CH3:39])[C@H:36]([NH:40][C:41](=[O:44])[O:42][CH3:43])[C@H:35]([NH:45][C:46](=[O:52])[O:47][C:48]([CH3:51])([CH3:50])[CH3:49])[CH2:34]2)=[O:25])=[N:14][C:15]2[C:20]([CH:21]=1)=[CH:19][CH:18]=[C:17]([Br:22])[CH:16]=2)=[O:10])[C:2]1[CH:3]=[CH:4][CH:5]=[CH:6][CH:7]=1. The yield is 1.84. (6) The reactants are [C:1]([CH:5]1[CH2:10][CH2:9][CH:8]([NH:11][C:12]([C:14]2[CH:36]=[CH:35][C:17]([O:18][C:19]3[CH:28]=[C:27]4[C:22]([CH:23]([C:29]([O:31]CC)=[O:30])[CH2:24][CH2:25][O:26]4)=[CH:21][C:20]=3[Cl:34])=[CH:16][CH:15]=2)=[O:13])[CH2:7][CH2:6]1)([CH3:4])([CH3:3])[CH3:2].[OH-].[Na+]. The catalyst is C1COCC1.CO. The product is [C:1]([CH:5]1[CH2:10][CH2:9][CH:8]([NH:11][C:12]([C:14]2[CH:36]=[CH:35][C:17]([O:18][C:19]3[CH:28]=[C:27]4[C:22]([CH:23]([C:29]([OH:31])=[O:30])[CH2:24][CH2:25][O:26]4)=[CH:21][C:20]=3[Cl:34])=[CH:16][CH:15]=2)=[O:13])[CH2:7][CH2:6]1)([CH3:4])([CH3:2])[CH3:3]. The yield is 0.910. (7) The reactants are [F:1][C:2]1([F:32])[CH2:10][CH2:9][CH2:8][C:7]2[N:6]([C:11]3[CH:16]=[CH:15][CH:14]=[C:13]([C:17]#[C:18][C@:19]4([OH:26])[CH2:23][CH2:22][N:21]([CH3:24])[C:20]4=[O:25])[CH:12]=3)[N:5]=[C:4]([C:27]([O:29]CC)=O)[C:3]1=2.[NH3:33]. The catalyst is CO. The product is [F:32][C:2]1([F:1])[CH2:10][CH2:9][CH2:8][C:7]2[N:6]([C:11]3[CH:16]=[CH:15][CH:14]=[C:13]([C:17]#[C:18][C@:19]4([OH:26])[CH2:23][CH2:22][N:21]([CH3:24])[C:20]4=[O:25])[CH:12]=3)[N:5]=[C:4]([C:27]([NH2:33])=[O:29])[C:3]1=2. The yield is 0.210. (8) The reactants are [CH3:1][S:2](Cl)(=[O:4])=[O:3].[Br:6][C:7]1[CH:8]=[C:9]([C:14]2([C:22]3[CH:27]=[CH:26][C:25]([OH:28])=[CH:24][CH:23]=3)[NH:18][C:17](=[S:19])[N:16]([CH3:20])[C:15]2=[O:21])[CH:10]=[CH:11][C:12]=1[F:13].C(N(CC)CC)C. The catalyst is ClCCl. The product is [CH3:1][S:2]([O:28][C:25]1[CH:26]=[CH:27][C:22]([C:14]2([C:9]3[CH:10]=[CH:11][C:12]([F:13])=[C:7]([Br:6])[CH:8]=3)[C:15](=[O:21])[N:16]([CH3:20])[C:17](=[S:19])[NH:18]2)=[CH:23][CH:24]=1)(=[O:4])=[O:3]. The yield is 0.0970. (9) The reactants are [Li+].[OH-].C([O:5][C:6]([C:8]12[CH2:25][CH:24]1[CH:23]=[CH:22][CH2:21][CH2:20][CH2:19][CH2:18][N:17]([CH3:26])[C:16](=[O:27])[CH:15]1[CH:11]([CH2:12][CH:13]([O:28][C:29]3[C:38]4[C:33](=[C:34]([CH3:41])[C:35]([O:39][CH3:40])=[CH:36][CH:37]=4)[N:32]=[C:31]([C:42]4[CH:47]=[CH:46][CH:45]=[C:44]([CH:48]([CH3:50])[CH3:49])[N:43]=4)[CH:30]=3)[CH2:14]1)[C:10](=[O:51])[NH:9]2)=[O:7])C.C(O)(=O)C. The catalyst is O.CO.C1COCC1. The product is [CH:48]([C:44]1[N:43]=[C:42]([C:31]2[CH:30]=[C:29]([O:28][CH:13]3[CH2:12][CH:11]4[CH:15]([C:16](=[O:27])[N:17]([CH3:26])[CH2:18][CH2:19][CH2:20][CH2:21][CH:22]=[CH:23][CH:24]5[C:8]([C:6]([OH:7])=[O:5])([NH:9][C:10]4=[O:51])[CH2:25]5)[CH2:14]3)[C:38]3[C:33](=[C:34]([CH3:41])[C:35]([O:39][CH3:40])=[CH:36][CH:37]=3)[N:32]=2)[CH:47]=[CH:46][CH:45]=1)([CH3:50])[CH3:49]. The yield is 0.950.